This data is from Retrosynthesis with 50K atom-mapped reactions and 10 reaction types from USPTO. The task is: Predict the reactants needed to synthesize the given product. (1) The reactants are: CC(C)CI.CCOC(=O)c1c[nH]nc1C(F)(F)F. Given the product CCOC(=O)c1cn(CC(C)C)nc1C(F)(F)F, predict the reactants needed to synthesize it. (2) Given the product COCC(CC(=O)OC)Nc1ccccc1N, predict the reactants needed to synthesize it. The reactants are: COCC(=O)CC(=O)OC.Nc1ccccc1N.